This data is from NCI-60 drug combinations with 297,098 pairs across 59 cell lines. The task is: Regression. Given two drug SMILES strings and cell line genomic features, predict the synergy score measuring deviation from expected non-interaction effect. (1) Drug 1: COC1=NC(=NC2=C1N=CN2C3C(C(C(O3)CO)O)O)N. Drug 2: C1CN(P(=O)(OC1)NCCCl)CCCl. Cell line: SR. Synergy scores: CSS=0.0950, Synergy_ZIP=-4.47, Synergy_Bliss=-2.72, Synergy_Loewe=-12.8, Synergy_HSA=-5.36. (2) Drug 1: CC1=CC=C(C=C1)C2=CC(=NN2C3=CC=C(C=C3)S(=O)(=O)N)C(F)(F)F. Drug 2: C1=NC2=C(N1)C(=S)N=CN2. Cell line: T-47D. Synergy scores: CSS=13.5, Synergy_ZIP=-0.712, Synergy_Bliss=2.38, Synergy_Loewe=-3.69, Synergy_HSA=2.73. (3) Drug 1: COC1=C(C=C2C(=C1)N=CN=C2NC3=CC(=C(C=C3)F)Cl)OCCCN4CCOCC4. Drug 2: C#CCC(CC1=CN=C2C(=N1)C(=NC(=N2)N)N)C3=CC=C(C=C3)C(=O)NC(CCC(=O)O)C(=O)O. Cell line: T-47D. Synergy scores: CSS=16.9, Synergy_ZIP=-5.63, Synergy_Bliss=-1.83, Synergy_Loewe=-0.488, Synergy_HSA=-0.745. (4) Drug 1: CC(CN1CC(=O)NC(=O)C1)N2CC(=O)NC(=O)C2. Drug 2: C1CCC(CC1)NC(=O)N(CCCl)N=O. Cell line: OVCAR-8. Synergy scores: CSS=34.2, Synergy_ZIP=-5.51, Synergy_Bliss=1.94, Synergy_Loewe=1.22, Synergy_HSA=2.85.